This data is from Forward reaction prediction with 1.9M reactions from USPTO patents (1976-2016). The task is: Predict the product of the given reaction. (1) Given the reactants Cl.[F:2][C:3]1[CH:8]=[CH:7][C:6]([C:9]2[O:13][N:12]=[C:11]([CH:14]3[CH2:19][CH2:18][CH2:17][NH:16][CH2:15]3)[N:10]=2)=[CH:5][CH:4]=1.[F:20][C:21]1[CH:22]=[C:23]([CH:27]=[CH:28][C:29]=1[F:30])[C:24](Cl)=[O:25], predict the reaction product. The product is: [F:20][C:21]1[CH:22]=[C:23]([C:24]([N:16]2[CH2:17][CH2:18][CH2:19][CH:14]([C:11]3[N:10]=[C:9]([C:6]4[CH:7]=[CH:8][C:3]([F:2])=[CH:4][CH:5]=4)[O:13][N:12]=3)[CH2:15]2)=[O:25])[CH:27]=[CH:28][C:29]=1[F:30]. (2) Given the reactants Br[C:2]1[C:11]2[C:6](=[CH:7][CH:8]=[CH:9][CH:10]=2)[CH:5]=[CH:4][CH:3]=1.Cl, predict the reaction product. The product is: [C:2]1([C:5]2[CH:4]=[CH:3][CH:2]=[CH:11][C:6]=2[CH3:7])[C:11]2[C:6](=[CH:7][CH:8]=[CH:9][CH:10]=2)[CH:5]=[CH:4][CH:3]=1. (3) Given the reactants [C:1]([C:3]1[N:4]([CH2:16][C:17]2[CH:22]=[CH:21][C:20]([F:23])=[CH:19][CH:18]=2)[C:5]2[C:10]([CH:11]=1)=[CH:9][C:8]([S:12]([CH3:15])(=[O:14])=[O:13])=[CH:7][CH:6]=2)#[N:2].Cl.[NH2:25]O.[OH-].[K+].[CH2:29]([OH:31])[CH3:30], predict the reaction product. The product is: [F:23][C:20]1[CH:19]=[CH:18][C:17]([CH2:16][N:4]2[C:5]3[C:10](=[CH:9][C:8]([S:12]([CH3:15])(=[O:13])=[O:14])=[CH:7][CH:6]=3)[CH:11]=[C:3]2[C:1]2[N:25]=[C:29]([CH3:30])[O:31][N:2]=2)=[CH:22][CH:21]=1. (4) The product is: [Cl-:1].[Cl:1][C:2]1[CH:3]=[C:4]([C:9]2([CH:14]([OH:22])[CH2:15][NH+:16]3[CH2:17][CH2:18][CH2:19][CH2:20][CH2:21]3)[CH2:10][CH2:11][CH2:12][CH2:13]2)[CH:5]=[CH:6][C:7]=1[Cl:8]. Given the reactants [Cl:1][C:2]1[CH:3]=[C:4]([C:9]2([CH:14]([OH:22])[CH2:15][N:16]3[CH2:21][CH2:20][CH2:19][CH2:18][CH2:17]3)[CH2:13][CH2:12][CH2:11][CH2:10]2)[CH:5]=[CH:6][C:7]=1[Cl:8].Cl, predict the reaction product. (5) Given the reactants [C:1]([O:9][C:10]1[CH:11]=[CH:12][C:13]([OH:17])=[C:14]([Cl:16])[CH:15]=1)(=[O:8])[C:2]1[CH:7]=[CH:6][CH:5]=[CH:4][CH:3]=1.[I-:18].[Na+].O, predict the reaction product. The product is: [C:1]([O:9][C:10]1[CH:15]=[C:14]([Cl:16])[C:13]([OH:17])=[C:12]([I:18])[CH:11]=1)(=[O:8])[C:2]1[CH:3]=[CH:4][CH:5]=[CH:6][CH:7]=1.